This data is from Catalyst prediction with 721,799 reactions and 888 catalyst types from USPTO. The task is: Predict which catalyst facilitates the given reaction. (1) Reactant: Br[C:2]1[CH:7]=[CH:6][CH:5]=[CH:4][CH:3]=1.[CH3:8][O:9][C:10]1[CH:15]=[CH:14][C:13](B(O)O)=[CH:12][CH:11]=1.[F-].[K+]. Product: [CH3:8][O:9][C:10]1[CH:15]=[CH:14][C:13]([C:2]2[CH:7]=[CH:6][CH:5]=[CH:4][CH:3]=2)=[CH:12][CH:11]=1. The catalyst class is: 1. (2) Reactant: [Cl:1][C:2]1[C:3]2[S:10][CH:9]=[C:8]([C:11]([OH:13])=O)[C:4]=2[N:5]=[CH:6][N:7]=1.[Br:14][C:15]1[C:20]([O:21][CH3:22])=[CH:19][C:18]([NH2:23])=[CH:17][C:16]=1[O:24][CH3:25].C1C=CC2N(O)N=NC=2C=1.CCN=C=NCCCN(C)C. Product: [Br:14][C:15]1[C:20]([O:21][CH3:22])=[CH:19][C:18]([NH:23][C:11]([C:8]2[C:4]3[N:5]=[CH:6][N:7]=[C:2]([Cl:1])[C:3]=3[S:10][CH:9]=2)=[O:13])=[CH:17][C:16]=1[O:24][CH3:25]. The catalyst class is: 10. (3) Reactant: [Br:1][C:2]1[CH:8]=[CH:7][C:5]([NH2:6])=[CH:4][CH:3]=1.[C:9]([O:13][C:14]([NH:16][CH:17]([CH2:21][CH:22]([CH3:24])[CH3:23])[C:18](O)=[O:19])=[O:15])([CH3:12])([CH3:11])[CH3:10].O=P(Cl)(Cl)Cl. Product: [C:9]([O:13][C:14](=[O:15])[NH:16][CH:17]([CH2:21][CH:22]([CH3:23])[CH3:24])[C:18]([NH:6][C:5]1[CH:7]=[CH:8][C:2]([Br:1])=[CH:3][CH:4]=1)=[O:19])([CH3:12])([CH3:11])[CH3:10]. The catalyst class is: 17. (4) Reactant: Br[C:2]1[CH:7]=[CH:6][CH:5]=[C:4]([Br:8])[CH:3]=1.Cl.[F:10][C@H:11]1[CH2:15][CH2:14][NH:13][CH2:12]1.C1C=CC(P(C2C(C3C(P(C4C=CC=CC=4)C4C=CC=CC=4)=CC=C4C=3C=CC=C4)=C3C(C=CC=C3)=CC=2)C2C=CC=CC=2)=CC=1.C([O-])([O-])=O.[Cs+].[Cs+]. Product: [Br:8][C:4]1[CH:3]=[C:2]([N:13]2[CH2:14][CH2:15][C@H:11]([F:10])[CH2:12]2)[CH:7]=[CH:6][CH:5]=1. The catalyst class is: 101. (5) Reactant: [NH2:1][C@@H:2]([CH2:6][CH2:7][CH2:8][NH:9][C:10]([NH:12][S:13]([C:16]1[C:17]([CH3:29])=[C:18]([CH3:28])[C:19]2[O:23][C:22]([CH3:25])([CH3:24])[CH2:21][C:20]=2[C:26]=1[CH3:27])(=[O:15])=[O:14])=[NH:11])[C:3]([OH:5])=[O:4].[C:30](OC(=O)C)(=[O:32])[CH3:31]. Product: [C:30]([NH:1][C@@H:2]([CH2:6][CH2:7][CH2:8][NH:9][C:10]([NH:12][S:13]([C:16]1[C:17]([CH3:29])=[C:18]([CH3:28])[C:19]2[O:23][C:22]([CH3:25])([CH3:24])[CH2:21][C:20]=2[C:26]=1[CH3:27])(=[O:15])=[O:14])=[NH:11])[C:3]([OH:5])=[O:4])(=[O:32])[CH3:31]. The catalyst class is: 17. (6) Reactant: [C:1]([C:3]1[CH:8]=[CH:7][C:6]([OH:9])=[CH:5][CH:4]=1)#[N:2].C(=O)([O-])[O-].[K+].[K+].Br[CH:17]([CH3:20])[C:18]#[N:19]. Product: [C:18]([CH2:17][CH2:20][O:9][C:6]1[CH:7]=[CH:8][C:3]([C:1]#[N:2])=[CH:4][CH:5]=1)#[N:19]. The catalyst class is: 21.